Dataset: Forward reaction prediction with 1.9M reactions from USPTO patents (1976-2016). Task: Predict the product of the given reaction. Given the reactants [Br:1][C:2]1[CH:3]=[C:4]([C:10]2[NH:14][C:13]([C:15]([O:17][CH3:18])=[O:16])=[CH:12][C:11]=2[CH3:19])[CH:5]=[CH:6][C:7]=1[O:8][CH3:9].[H-].[Na+].[CH3:22]I, predict the reaction product. The product is: [Br:1][C:2]1[CH:3]=[C:4]([C:10]2[N:14]([CH3:22])[C:13]([C:15]([O:17][CH3:18])=[O:16])=[CH:12][C:11]=2[CH3:19])[CH:5]=[CH:6][C:7]=1[O:8][CH3:9].